This data is from NCI-60 drug combinations with 297,098 pairs across 59 cell lines. The task is: Regression. Given two drug SMILES strings and cell line genomic features, predict the synergy score measuring deviation from expected non-interaction effect. (1) Drug 1: CNC(=O)C1=CC=CC=C1SC2=CC3=C(C=C2)C(=NN3)C=CC4=CC=CC=N4. Drug 2: C1=CC=C(C(=C1)C(C2=CC=C(C=C2)Cl)C(Cl)Cl)Cl. Cell line: CCRF-CEM. Synergy scores: CSS=4.93, Synergy_ZIP=-2.63, Synergy_Bliss=-1.02, Synergy_Loewe=-3.80, Synergy_HSA=-0.926. (2) Drug 1: CN1CCC(CC1)COC2=C(C=C3C(=C2)N=CN=C3NC4=C(C=C(C=C4)Br)F)OC. Drug 2: C1CCC(C(C1)N)N.C(=O)(C(=O)[O-])[O-].[Pt+4]. Cell line: IGROV1. Synergy scores: CSS=64.8, Synergy_ZIP=10.6, Synergy_Bliss=9.94, Synergy_Loewe=9.82, Synergy_HSA=12.9. (3) Drug 1: CC1=CC=C(C=C1)C2=CC(=NN2C3=CC=C(C=C3)S(=O)(=O)N)C(F)(F)F. Drug 2: CC1C(C(CC(O1)OC2CC(OC(C2O)C)OC3=CC4=CC5=C(C(=O)C(C(C5)C(C(=O)C(C(C)O)O)OC)OC6CC(C(C(O6)C)O)OC7CC(C(C(O7)C)O)OC8CC(C(C(O8)C)O)(C)O)C(=C4C(=C3C)O)O)O)O. Cell line: SK-OV-3. Synergy scores: CSS=38.8, Synergy_ZIP=0.660, Synergy_Bliss=1.02, Synergy_Loewe=-21.3, Synergy_HSA=1.43. (4) Drug 2: CN1C(=O)N2C=NC(=C2N=N1)C(=O)N. Synergy scores: CSS=-4.39, Synergy_ZIP=5.25, Synergy_Bliss=2.20, Synergy_Loewe=-0.595, Synergy_HSA=-4.11. Cell line: NCIH23. Drug 1: C1CCN(CC1)CCOC2=CC=C(C=C2)C(=O)C3=C(SC4=C3C=CC(=C4)O)C5=CC=C(C=C5)O.